This data is from Forward reaction prediction with 1.9M reactions from USPTO patents (1976-2016). The task is: Predict the product of the given reaction. Given the reactants [O:1]1[CH2:5][CH2:4][O:3][CH:2]1[CH2:6][CH2:7][CH2:8][C@H:9]([C@@H:11]1[C@:19]2([CH3:20])[C@H:14]([C@@H:15]([OH:21])[CH2:16][CH2:17][CH2:18]2)[CH2:13][CH2:12]1)[CH3:10].C1C=C[NH+]=CC=1.[O-][Cr](Cl)(=O)=O, predict the reaction product. The product is: [O:1]1[CH2:5][CH2:4][O:3][CH:2]1[CH2:6][CH2:7][CH2:8][C@H:9]([C@@H:11]1[C@:19]2([CH3:20])[C@H:14]([C:15](=[O:21])[CH2:16][CH2:17][CH2:18]2)[CH2:13][CH2:12]1)[CH3:10].